This data is from NCI-60 drug combinations with 297,098 pairs across 59 cell lines. The task is: Regression. Given two drug SMILES strings and cell line genomic features, predict the synergy score measuring deviation from expected non-interaction effect. Drug 1: C1CCN(CC1)CCOC2=CC=C(C=C2)C(=O)C3=C(SC4=C3C=CC(=C4)O)C5=CC=C(C=C5)O. Drug 2: CC(C1=C(C=CC(=C1Cl)F)Cl)OC2=C(N=CC(=C2)C3=CN(N=C3)C4CCNCC4)N. Cell line: A549. Synergy scores: CSS=10.8, Synergy_ZIP=-3.25, Synergy_Bliss=2.11, Synergy_Loewe=-0.239, Synergy_HSA=-0.572.